Dataset: Reaction yield outcomes from USPTO patents with 853,638 reactions. Task: Predict the reaction yield, written as a fraction of the theoretical maximum amount of product (1.0 means a 100% yield; for example, 0.34 means a 34% yield). (1) The reactants are [CH3:1][S:2][CH2:3][S:4]([C:7]1[CH:12]=[CH:11][CH:10]=[CH:9][CH:8]=1)(=[O:6])=[O:5].[H-].[Na+].Br[CH2:16][C@@:17]1([C:22]2[CH:27]=[CH:26][C:25]([Cl:28])=[C:24]([Cl:29])[CH:23]=2)[CH2:19][CH:18]1[CH2:20]Br.C(OCC)(=O)C.CCCCCC. The catalyst is CN(C)C=O. The product is [C:7]1([S:4]([C:3]2([S:2][CH3:1])[CH2:20][C@H:18]3[C@:17]([C:22]4[CH:27]=[CH:26][C:25]([Cl:28])=[C:24]([Cl:29])[CH:23]=4)([CH2:19]3)[CH2:16]2)(=[O:5])=[O:6])[CH:12]=[CH:11][CH:10]=[CH:9][CH:8]=1. The yield is 0.330. (2) The reactants are [Br:1][C:2]1[CH:3]=[CH:4][CH:5]=[C:6]2[C:10]=1[NH:9][C:8]([CH3:11])=[C:7]2[CH2:12][CH2:13][C:14](OCC)=[O:15]. The catalyst is C1COCC1. The product is [Br:1][C:2]1[CH:3]=[CH:4][CH:5]=[C:6]2[C:10]=1[NH:9][C:8]([CH3:11])=[C:7]2[CH2:12][CH2:13][CH2:14][OH:15]. The yield is 0.890. (3) The reactants are [C:1]1([C:7]2[CH:12]=[CH:11][C:10]([OH:13])=[CH:9][CH:8]=2)[CH:6]=[CH:5][CH:4]=[CH:3][CH:2]=1.[C:14](O)([CH3:17])([CH3:16])[CH3:15].CCCCCC. The catalyst is C1(C)C=CC=CC=1. The product is [C:14]([C:11]1[CH:12]=[C:7]([C:1]2[CH:2]=[CH:3][CH:4]=[CH:5][CH:6]=2)[CH:8]=[CH:9][C:10]=1[OH:13])([CH3:17])([CH3:16])[CH3:15]. The yield is 0.690.